From a dataset of Full USPTO retrosynthesis dataset with 1.9M reactions from patents (1976-2016). Predict the reactants needed to synthesize the given product. (1) Given the product [CH3:1][O:2][C:3]1[CH:4]=[CH:5][C:6]([C:9]2[O:13][C:12]([C:14]([OH:30])=[O:15])=[N:11][C:10]=2[C:16]2[CH:17]=[N:18][C:19]([O:22][CH3:23])=[CH:20][CH:21]=2)=[CH:7][CH:8]=1, predict the reactants needed to synthesize it. The reactants are: [CH3:1][O:2][C:3]1[CH:8]=[CH:7][C:6]([C:9]2[O:13][C:12]([CH:14]=[O:15])=[N:11][C:10]=2[C:16]2[CH:17]=[N:18][C:19]([O:22][CH3:23])=[CH:20][CH:21]=2)=[CH:5][CH:4]=1.CC(=CC)C.P([O-])(O)(O)=[O:30].[Na+].Cl([O-])=O.[Na+]. (2) The reactants are: Br[CH2:2][C:3]1[CH:8]=[CH:7][N:6]=[CH:5][CH:4]=1.C([O:11][C:12](=[O:30])[CH2:13][O:14][C:15]1[CH:20]=[CH:19][C:18]([Br:21])=[CH:17][C:16]=1/[CH:22]=[C:23]1/[C:24](=[O:29])[NH:25][C:26](=[O:28])[S:27]/1)C. Given the product [Br:21][C:18]1[CH:19]=[CH:20][C:15]([O:14][CH2:13][C:12]([OH:30])=[O:11])=[C:16]([CH2:22][CH:23]2[S:27][C:26](=[O:28])[N:25]([CH2:2][C:3]3[CH:8]=[CH:7][N:6]=[CH:5][CH:4]=3)[C:24]2=[O:29])[CH:17]=1, predict the reactants needed to synthesize it. (3) The reactants are: N1CCC(=CC2SC3C=CC=CC=3N=2)CC1.[C:17]1([C:23]2[O:27][N:26]=[C:25]([CH:28]=[C:29]3[CH2:34][CH2:33][NH:32][CH2:31][CH2:30]3)[N:24]=2)[CH:22]=[CH:21][CH:20]=[CH:19][CH:18]=1.Cl[C:36]1[C:41]([N+:42]([O-:44])=[O:43])=[CH:40][CH:39]=[CH:38][N:37]=1. Given the product [N+:42]([C:41]1[C:36]([N:32]2[CH2:33][CH2:34][C:29](=[CH:28][C:25]3[N:24]=[C:23]([C:17]4[CH:18]=[CH:19][CH:20]=[CH:21][CH:22]=4)[O:27][N:26]=3)[CH2:30][CH2:31]2)=[N:37][CH:38]=[CH:39][CH:40]=1)([O-:44])=[O:43], predict the reactants needed to synthesize it. (4) The reactants are: [CH3:1][C:2]1[CH:3]=[C:4]([NH:8][C:9]([NH:11][C:12]2[CH:32]=[CH:31][C:15]([O:16][C:17]3[CH:22]=[CH:21][N:20]=[C:19]([C:23]4[NH:27][CH:26]=[C:25]([C:28]([OH:30])=[O:29])[CH:24]=4)[CH:18]=3)=[CH:14][CH:13]=2)=[O:10])[CH:5]=[CH:6][CH:7]=1.Cl.CN(C)CCCN=C=NCC.[OH:45][CH2:46][C:47]([CH2:52]O)([CH2:50][OH:51])[CH2:48][OH:49]. Given the product [CH3:1][C:2]1[CH:3]=[C:4]([NH:8][C:9]([NH:11][C:12]2[CH:32]=[CH:31][C:15]([O:16][C:17]3[CH:22]=[CH:21][N:20]=[C:19]([C:23]4[NH:27][CH:26]=[C:25]([C:28]([O:30][CH2:52][C:47]([CH2:50][OH:51])([CH2:48][OH:49])[CH2:46][OH:45])=[O:29])[CH:24]=4)[CH:18]=3)=[CH:14][CH:13]=2)=[O:10])[CH:5]=[CH:6][CH:7]=1, predict the reactants needed to synthesize it. (5) Given the product [C:16]([O:20][C:21](=[O:22])[NH:23][C@H:24]([C:25](=[O:26])[NH:8][C:5]1[CH:6]=[CH:7][C:2]([F:1])=[CH:3][C:4]=1[NH:9][C:10]1[CH:15]=[CH:14][CH:13]=[CH:12][CH:11]=1)[CH2:28][O:29][CH3:30])([CH3:19])([CH3:17])[CH3:18], predict the reactants needed to synthesize it. The reactants are: [F:1][C:2]1[CH:3]=[C:4]([NH:9][C:10]2[CH:15]=[CH:14][CH:13]=[CH:12][CH:11]=2)[C:5]([NH2:8])=[CH:6][CH:7]=1.[C:16]([O:20][C:21]([NH:23][C@@H:24]([CH2:28][O:29][CH3:30])[C:25](O)=[O:26])=[O:22])([CH3:19])([CH3:18])[CH3:17].C1C=NC2N(O)N=NC=2C=1.CN1CCOCC1.Cl.CN(C)CCCN=C=NCC. (6) Given the product [ClH:33].[CH2:1]([O:8][C:9]1[CH:14]=[CH:13][N:12]([C:15]2[CH:16]=[C:17]3[C:21](=[CH:22][CH:23]=2)[N:20]([CH2:24][CH2:25][N:26]2[CH2:31][CH2:30][CH2:29][CH2:28][CH2:27]2)[N:19]=[CH:18]3)[C:11](=[O:32])[CH:10]=1)[C:2]1[CH:7]=[CH:6][CH:5]=[CH:4][CH:3]=1, predict the reactants needed to synthesize it. The reactants are: [CH2:1]([O:8][C:9]1[CH:14]=[CH:13][N:12]([C:15]2[CH:16]=[C:17]3[C:21](=[CH:22][CH:23]=2)[N:20]([CH2:24][CH2:25][N:26]2[CH2:31][CH2:30][CH2:29][CH2:28][CH2:27]2)[N:19]=[CH:18]3)[C:11](=[O:32])[CH:10]=1)[C:2]1[CH:7]=[CH:6][CH:5]=[CH:4][CH:3]=1.[ClH:33].C(OCC)C.